This data is from Catalyst prediction with 721,799 reactions and 888 catalyst types from USPTO. The task is: Predict which catalyst facilitates the given reaction. (1) Reactant: C[O:2][C:3](=[O:35])[CH2:4][CH2:5][C:6]1[CH:11]=[CH:10][C:9]([O:12][CH:13]([CH3:33])[CH2:14][CH2:15][O:16][C:17]2[CH:22]=[CH:21][C:20]([CH2:23][CH3:24])=[CH:19][C:18]=2[C:25](=[O:32])[C:26]2[CH:31]=[CH:30][CH:29]=[CH:28][CH:27]=2)=[CH:8][C:7]=1[CH3:34].[OH-].[Na+]. Product: [C:25]([C:18]1[CH:19]=[C:20]([CH2:23][CH3:24])[CH:21]=[CH:22][C:17]=1[O:16][CH2:15][CH2:14][CH:13]([CH3:33])[O:12][C:9]1[CH:10]=[CH:11][C:6]([CH2:5][CH2:4][C:3]([OH:35])=[O:2])=[C:7]([CH3:34])[CH:8]=1)(=[O:32])[C:26]1[CH:27]=[CH:28][CH:29]=[CH:30][CH:31]=1. The catalyst class is: 8. (2) Reactant: [CH3:1][N:2]1[CH2:7][C@@H:6]2[CH2:8][C@H:3]1[CH2:4][N:5]2[C:9]1[CH:10]=[N:11][C:12]2[C:17]([CH:18]=1)=[CH:16][C:15]([CH2:19][C:20]([NH:22][NH2:23])=O)=[CH:14][CH:13]=2.[Cl:24][C:25]1[N:26]=[N:27][C:28](Cl)=[CH:29][CH:30]=1. Product: [Cl:24][C:25]1[CH:30]=[CH:29][C:28]2[N:22]([C:20]([CH2:19][C:15]3[CH:16]=[C:17]4[C:12](=[CH:13][CH:14]=3)[N:11]=[CH:10][C:9]([N:5]3[CH2:4][C@@H:3]5[CH2:8][C@H:6]3[CH2:7][N:2]5[CH3:1])=[CH:18]4)=[N:26][N:27]=2)[N:23]=1. The catalyst class is: 51. (3) Reactant: [OH-].[Na+].[CH2:3]([O:5][C:6]1[CH:11]=[C:10]([CH2:12][N:13]2[CH2:16][C:15]3([CH2:20][C:19]([N:21]4[CH2:26][CH2:25][C:24]([CH2:32][CH3:33])([C:27]([O:29]CC)=[O:28])[CH2:23][CH2:22]4)=[N:18][O:17]3)[CH2:14]2)[CH:9]=[C:8]([O:34][CH2:35][CH3:36])[C:7]=1[C:37]1[CH:42]=[CH:41][C:40]([F:43])=[CH:39][C:38]=1[F:44])[CH3:4]. Product: [CH2:35]([O:34][C:8]1[CH:9]=[C:10]([CH2:12][N:13]2[CH2:16][C:15]3([CH2:20][C:19]([N:21]4[CH2:22][CH2:23][C:24]([CH2:32][CH3:33])([C:27]([OH:29])=[O:28])[CH2:25][CH2:26]4)=[N:18][O:17]3)[CH2:14]2)[CH:11]=[C:6]([O:5][CH2:3][CH3:4])[C:7]=1[C:37]1[CH:42]=[CH:41][C:40]([F:43])=[CH:39][C:38]=1[F:44])[CH3:36]. The catalyst class is: 5.